This data is from Full USPTO retrosynthesis dataset with 1.9M reactions from patents (1976-2016). The task is: Predict the reactants needed to synthesize the given product. (1) Given the product [NH2:1][C:2]1[CH:17]=[CH:16][C:5]([O:6][C:7]2[C:12]([NH:13][CH3:14])=[C:11]([C:19]#[C:30][CH2:29][O:28][CH3:27])[N:10]=[CH:9][N:8]=2)=[CH:4][C:3]=1[Cl:18], predict the reactants needed to synthesize it. The reactants are: [NH2:1][C:2]1[CH:17]=[CH:16][C:5]([O:6][C:7]2[C:12]([NH:13][CH3:14])=[C:11](I)[N:10]=[CH:9][N:8]=2)=[CH:4][C:3]=1[Cl:18].[CH2:19](N(CC)CC)C.C[CH2:27][O:28][CH2:29][CH3:30]. (2) Given the product [C:5]12([NH:13][C:14](=[O:20])[O:15][C:16]([CH3:18])([CH3:17])[CH3:19])[CH2:11][CH:9]3[CH2:8][CH:7]([CH2:12][CH:3]([CH2:2][CH2:10]3)[CH2:4]1)[CH2:6]2, predict the reactants needed to synthesize it. The reactants are: I[CH:2]1[CH2:10][CH:9]2[CH2:11][C:5]3([NH:13][C:14](=[O:20])[O:15][C:16]([CH3:19])([CH3:18])[CH3:17])[CH2:6][CH:7]([CH2:12][CH:3]1[CH2:4]3)[CH2:8]2.CC(N=NC(C#N)(C)C)(C#N)C.CCCC[SnH](CCCC)CCCC. (3) Given the product [N:1]1[CH:6]=[CH:5][CH:4]=[CH:3][C:2]=1[C:7]1[C:8]([C:9]2[C:18]3[C:13](=[CH:14][CH:15]=[CH:16][CH:17]=3)[N:12]=[CH:11][CH:10]=2)=[C:22]([OH:23])[NH:20][N:19]=1, predict the reactants needed to synthesize it. The reactants are: [N:1]1[CH:6]=[CH:5][CH:4]=[CH:3][C:2]=1[C:7](=[N:19][NH2:20])[CH2:8][C:9]1[C:18]2[C:13](=[CH:14][CH:15]=[CH:16][CH:17]=2)[N:12]=[CH:11][CH:10]=1.Cl[C:22](OCC)=[O:23]. (4) Given the product [I:23][C:16]1[CH:21]=[C:20]([C:5]2[CH:6]=[CH:7][CH:8]=[CH:9][C:4]=2[OH:3])[N:19]=[CH:18][N:17]=1, predict the reactants needed to synthesize it. The reactants are: FC(F)(F)[O:3][C:4]1[CH:9]=[CH:8][CH:7]=[CH:6][C:5]=1B(O)O.Cl[C:16]1[CH:21]=[C:20](Cl)[N:19]=[CH:18][N:17]=1.[IH:23]. (5) Given the product [OH:6][C:7]1[C:15]2[O:16][CH2:17][CH2:18][C:14]=2[C:13]2[C@H:12]([CH2:19][CH2:20][NH:21][C:22](=[O:25])[CH2:23][CH3:24])[CH2:11][CH2:10][C:9]=2[CH:8]=1, predict the reactants needed to synthesize it. The reactants are: B(Br)(Br)Br.C[O:6][C:7]1[C:15]2[O:16][CH2:17][CH2:18][C:14]=2[C:13]2[C@H:12]([CH2:19][CH2:20][NH:21][C:22](=[O:25])[CH2:23][CH3:24])[CH2:11][CH2:10][C:9]=2[CH:8]=1. (6) Given the product [CH3:1][S:2]([CH2:5][CH2:6][N:7]1[C:15]2[C:10](=[CH:11][CH:12]=[CH:13][CH:14]=2)[CH:9]=[C:8]1[CH2:16][N:18]1[C:22]2=[CH:23][N:24]=[CH:25][CH:26]=[C:21]2[C:20]2([CH2:27][CH2:28]2)[C:19]1=[O:29])(=[O:3])=[O:4], predict the reactants needed to synthesize it. The reactants are: [CH3:1][S:2]([CH2:5][CH2:6][N:7]1[C:15]2[C:10](=[CH:11][CH:12]=[CH:13][CH:14]=2)[CH:9]=[C:8]1[CH2:16]O)(=[O:4])=[O:3].[NH:18]1[C:22]2=[CH:23][N:24]=[CH:25][CH:26]=[C:21]2[C:20]2([CH2:28][CH2:27]2)[C:19]1=[O:29].C1(P(C2C=CC=CC=2)C2C=CC=CC=2)C=CC=CC=1.N(C(OC(C)C)=O)=NC(OC(C)C)=O. (7) Given the product [Br:1][C:2]1[CH:3]=[C:4]([NH:5][C:19](=[O:22])[CH:20]=[CH2:21])[CH:6]=[C:7]([CH3:9])[CH:8]=1, predict the reactants needed to synthesize it. The reactants are: [Br:1][C:2]1[CH:3]=[C:4]([CH:6]=[C:7]([CH3:9])[CH:8]=1)[NH2:5].C(N(C(C)C)CC)(C)C.[C:19](Cl)(=[O:22])[CH:20]=[CH2:21]. (8) Given the product [C:1]([O:5][C:6](=[O:35])[NH:7][C:8]1([C:12]2[CH:13]=[CH:14][C:15]([C:18]3[C:27]([C:28]4[CH:29]=[CH:30][CH:31]=[CH:32][CH:33]=4)=[CH:26][C:25]4[C:24](=[O:34])[N:23]([CH2:40][CH2:41][N:42]([CH3:44])[CH3:43])[CH2:22][CH2:21][C:20]=4[N:19]=3)=[CH:16][CH:17]=2)[CH2:11][CH2:10][CH2:9]1)([CH3:4])([CH3:2])[CH3:3], predict the reactants needed to synthesize it. The reactants are: [C:1]([O:5][C:6](=[O:35])[NH:7][C:8]1([C:12]2[CH:17]=[CH:16][C:15]([C:18]3[C:27]([C:28]4[CH:33]=[CH:32][CH:31]=[CH:30][CH:29]=4)=[CH:26][C:25]4[C:24](=[O:34])[NH:23][CH2:22][CH2:21][C:20]=4[N:19]=3)=[CH:14][CH:13]=2)[CH2:11][CH2:10][CH2:9]1)([CH3:4])([CH3:3])[CH3:2].[H-].[Na+].Cl.Cl[CH2:40][CH2:41][N:42]([CH3:44])[CH3:43].C(=O)([O-])[O-].[K+].[K+].[NH4+].[Cl-]. (9) Given the product [Br-:8].[CH2:1]([N+:16]12[CH2:21][CH2:20][CH:19]([CH2:22][CH2:23]1)[C@@H:18]([NH:24][C:25]([C:27]1[O:28][C:29]3[C:35]([C:36]4[CH:41]=[CH:40][CH:39]=[CH:38][C:37]=4[O:42][CH3:43])=[CH:34][CH:33]=[CH:32][C:30]=3[CH:31]=1)=[O:26])[CH2:17]2)[C:2]1[CH:7]=[CH:6][CH:5]=[CH:4][CH:3]=1, predict the reactants needed to synthesize it. The reactants are: [CH2:1]([Br:8])[C:2]1[CH:7]=[CH:6][CH:5]=[CH:4][CH:3]=1.C(=O)([O-])[O-].[K+].[K+].Cl.[N:16]12[CH2:23][CH2:22][CH:19]([CH2:20][CH2:21]1)[C@@H:18]([NH:24][C:25]([C:27]1[O:28][C:29]3[C:35]([C:36]4[CH:41]=[CH:40][CH:39]=[CH:38][C:37]=4[O:42][CH3:43])=[CH:34][CH:33]=[CH:32][C:30]=3[CH:31]=1)=[O:26])[CH2:17]2. (10) Given the product [CH2:1]([O:5][CH2:6][CH2:7][O:8][C:9]1[CH:14]=[CH:13][C:12]([C:15]2[CH:16]=[CH:17][C:18]3[N:24]([CH2:25][CH2:26][CH3:27])[CH2:23][CH2:22][C:21]([C:28]([NH:30][C:31]4[CH:32]=[N:33][C:34]([S:37]([CH2:38][C:39]5[CH:40]=[N:41][CH:42]=[CH:43][CH:44]=5)=[O:54])=[CH:35][CH:36]=4)=[O:29])=[CH:20][C:19]=3[CH:45]=2)=[CH:11][CH:10]=1)[CH2:2][CH2:3][CH3:4], predict the reactants needed to synthesize it. The reactants are: [CH2:1]([O:5][CH2:6][CH2:7][O:8][C:9]1[CH:14]=[CH:13][C:12]([C:15]2[CH:16]=[CH:17][C:18]3[N:24]([CH2:25][CH2:26][CH3:27])[CH2:23][CH2:22][C:21]([C:28]([NH:30][C:31]4[CH:32]=[N:33][C:34]([S:37][CH2:38][C:39]5[CH:40]=[N:41][CH:42]=[CH:43][CH:44]=5)=[CH:35][CH:36]=4)=[O:29])=[CH:20][C:19]=3[CH:45]=2)=[CH:11][CH:10]=1)[CH2:2][CH2:3][CH3:4].ClC1C=CC=C(C(OO)=[O:54])C=1.S([O-])([O-])(=O)=S.[Na+].[Na+].